From a dataset of Forward reaction prediction with 1.9M reactions from USPTO patents (1976-2016). Predict the product of the given reaction. (1) Given the reactants C(O)(=O)C1C=CC(C=[O:7])=CC=1.CC(O)(C(C1C=CC(OCCO)=CC=1)=O)C.[CH:28]1([N:34]=[C:35]=[N:36][CH:37]2[CH2:42][CH2:41][CH2:40][CH2:39][CH2:38]2)[CH2:33][CH2:32][CH2:31][CH2:30][CH2:29]1, predict the reaction product. The product is: [C:35]([NH:34][CH:28]1[CH2:29][CH2:30][CH2:31][CH2:32][CH2:33]1)([NH:36][CH:37]1[CH2:42][CH2:41][CH2:40][CH2:39][CH2:38]1)=[O:7]. (2) Given the reactants Br[C:2]1[N:3]=[C:4]2[C:10]([C:11]([C:13]3[C:14]([F:27])=[C:15]([NH:20][S:21]([CH2:24][CH2:25][CH3:26])(=[O:23])=[O:22])[CH:16]=[CH:17][C:18]=3[F:19])=[O:12])=[CH:9][NH:8][C:5]2=[N:6][CH:7]=1.[CH3:28][N:29](C)C(=O)C, predict the reaction product. The product is: [C:28]([C:2]1[N:3]=[C:4]2[C:10]([C:11]([C:13]3[C:14]([F:27])=[C:15]([NH:20][S:21]([CH2:24][CH2:25][CH3:26])(=[O:22])=[O:23])[CH:16]=[CH:17][C:18]=3[F:19])=[O:12])=[CH:9][NH:8][C:5]2=[N:6][CH:7]=1)#[N:29]. (3) Given the reactants [Cl:1][C:2]1[CH:3]=[C:4]2[C:8](=[CH:9][CH:10]=1)[NH:7][C:6]([C:11]([OH:13])=O)=[CH:5]2.[Cl:14][C:15]1[CH:16]=[C:17]([S:22]([N:25]([CH2:35][C:36]([O:38][C:39]([CH3:42])([CH3:41])[CH3:40])=[O:37])[C:26]2[CH:27]=[C:28]3[C:32](=[CH:33][CH:34]=2)[NH:31][CH2:30][CH2:29]3)(=[O:24])=[O:23])[CH:18]=[C:19]([Cl:21])[CH:20]=1.C(=O)([O-])[O-].[K+].[K+], predict the reaction product. The product is: [Cl:1][C:2]1[CH:3]=[C:4]2[C:8](=[CH:9][CH:10]=1)[NH:7][C:6]([C:11]([N:31]1[C:32]3[C:28](=[CH:27][C:26]([N:25]([CH2:35][C:36]([O:38][C:39]([CH3:42])([CH3:41])[CH3:40])=[O:37])[S:22]([C:17]4[CH:18]=[C:19]([Cl:21])[CH:20]=[C:15]([Cl:14])[CH:16]=4)(=[O:24])=[O:23])=[CH:34][CH:33]=3)[CH2:29][CH2:30]1)=[O:13])=[CH:5]2. (4) Given the reactants [H-].[Na+].[CH2:3]([O:10][C:11](=[O:27])[NH:12][C@H:13]1[CH2:18][CH2:17][C@H:16]([O:19][Si:20]([C:23]([CH3:26])([CH3:25])[CH3:24])([CH3:22])[CH3:21])[CH2:15][CH2:14]1)[C:4]1[CH:9]=[CH:8][CH:7]=[CH:6][CH:5]=1.I[CH3:29].[NH4+].[Cl-], predict the reaction product. The product is: [CH2:3]([O:10][C:11](=[O:27])[N:12]([C@H:13]1[CH2:18][CH2:17][C@H:16]([O:19][Si:20]([C:23]([CH3:24])([CH3:26])[CH3:25])([CH3:21])[CH3:22])[CH2:15][CH2:14]1)[CH3:29])[C:4]1[CH:5]=[CH:6][CH:7]=[CH:8][CH:9]=1. (5) Given the reactants C(N(CC)CC)C.[CH3:8][C@@H:9]1[CH2:14][NH:13][CH2:12][CH2:11][N:10]1[C:15]1[N:20]=[CH:19][C:18]([O:21][CH2:22][C:23]2[C:28]([C:29]#[N:30])=[CH:27][N:26]=[CH:25][CH:24]=2)=[CH:17][N:16]=1.[C:31](=O)([O:40][CH:41]1[CH2:46][CH2:45][O:44][CH2:43][CH2:42]1)[O:32]N1C(=O)CCC1=O, predict the reaction product. The product is: [C:29]([C:28]1[CH:27]=[N:26][CH:25]=[CH:24][C:23]=1[CH2:22][O:21][C:18]1[CH:17]=[N:16][C:15]([N:10]2[CH2:11][CH2:12][N:13]([C:31]([O:40][CH:41]3[CH2:46][CH2:45][O:44][CH2:43][CH2:42]3)=[O:32])[CH2:14][C@H:9]2[CH3:8])=[N:20][CH:19]=1)#[N:30]. (6) Given the reactants [N:1]1([S:7]([C:10]2[CH:15]=[CH:14][C:13]([C:16](=O)[CH3:17])=[CH:12][CH:11]=2)(=[O:9])=[O:8])[CH2:6][CH2:5][O:4][CH2:3][CH2:2]1.Cl.[NH:20]([C:24]1[CH:33]=[CH:32][C:27]([C:28]([O:30]C)=[O:29])=[CH:26][CH:25]=1)[C:21]([NH2:23])=[NH:22].[C:34]([O-])([O-])=O.[K+].[K+].[OH-].[Na+], predict the reaction product. The product is: [N:1]1([S:7]([C:10]2[CH:15]=[CH:14][C:13]([C:16]3[CH:17]=[CH:34][N:23]=[C:21]([NH:20][C:24]4[CH:33]=[CH:32][C:27]([C:28]([OH:30])=[O:29])=[CH:26][CH:25]=4)[N:22]=3)=[CH:12][CH:11]=2)(=[O:9])=[O:8])[CH2:6][CH2:5][O:4][CH2:3][CH2:2]1.